From a dataset of Full USPTO retrosynthesis dataset with 1.9M reactions from patents (1976-2016). Predict the reactants needed to synthesize the given product. Given the product [CH2:1]([O:8][C:9](=[O:31])[C:10]([O:14][C:15]1[CH:20]=[CH:19][CH:18]=[C:17]([CH2:21][CH2:22][N:23]([CH2:24][CH2:25][CH2:26][CH2:27][CH2:28][CH2:29][CH3:30])[C:41]([NH:40][C:34]2[CH:35]=[CH:36][C:37]([F:39])=[CH:38][C:33]=2[F:32])=[O:42])[CH:16]=1)([CH3:13])[CH2:11][CH3:12])[C:2]1[CH:7]=[CH:6][CH:5]=[CH:4][CH:3]=1, predict the reactants needed to synthesize it. The reactants are: [CH2:1]([O:8][C:9](=[O:31])[C:10]([O:14][C:15]1[CH:20]=[CH:19][CH:18]=[C:17]([CH2:21][CH2:22][NH:23][CH2:24][CH2:25][CH2:26][CH2:27][CH2:28][CH2:29][CH3:30])[CH:16]=1)([CH3:13])[CH2:11][CH3:12])[C:2]1[CH:7]=[CH:6][CH:5]=[CH:4][CH:3]=1.[F:32][C:33]1[CH:38]=[C:37]([F:39])[CH:36]=[CH:35][C:34]=1[N:40]=[C:41]=[O:42].C(N(CC)C(C)C)(C)C.